Dataset: Catalyst prediction with 721,799 reactions and 888 catalyst types from USPTO. Task: Predict which catalyst facilitates the given reaction. (1) Product: [CH3:34][C@@H:35]1[N:40]([CH3:41])[CH2:39][CH2:38][N:37]([CH2:42][CH2:43][O:44][C:2]2[CH:7]=[CH:6][N:5]3[C:8]([C:11]([NH:13][C:14]4[CH:22]=[CH:21][CH:20]=[C:19]5[C:15]=4[C:16]([CH3:33])=[N:17][N:18]5[CH2:23][C:24]4[CH:29]=[CH:28][CH:27]=[C:26]([CH:30]([CH3:32])[CH3:31])[N:25]=4)=[O:12])=[CH:9][N:10]=[C:4]3[CH:3]=2)[CH2:36]1. Reactant: Cl[C:2]1[CH:7]=[CH:6][N:5]2[C:8]([C:11]([NH:13][C:14]3[CH:22]=[CH:21][CH:20]=[C:19]4[C:15]=3[C:16]([CH3:33])=[N:17][N:18]4[CH2:23][C:24]3[CH:29]=[CH:28][CH:27]=[C:26]([CH:30]([CH3:32])[CH3:31])[N:25]=3)=[O:12])=[CH:9][N:10]=[C:4]2[CH:3]=1.[CH3:34][C@@H:35]1[N:40]([CH3:41])[CH2:39][CH2:38][N:37]([CH2:42][CH2:43][OH:44])[CH2:36]1.[OH-].[K+].CS(C)=O. The catalyst class is: 6. (2) Reactant: [CH:1]1([C:4]([NH:6][C:7]2[N:8]=[C:9]3[CH:14]=[CH:13][C:12]([O:15][C:16]4[CH:17]=[CH:18][C:19]([CH3:32])=[C:20]([NH:22][C:23]([C:25]5[N:29]([CH3:30])[N:28]=[C:27]([CH3:31])[CH:26]=5)=[O:24])[CH:21]=4)=[N:11][N:10]3[CH:33]=2)=[O:5])[CH2:3][CH2:2]1.O.[C:35]1([CH3:45])[CH:40]=[CH:39][C:38]([S:41]([OH:44])(=[O:43])=[O:42])=[CH:37][CH:36]=1. Product: [C:35]1([CH3:45])[CH:36]=[CH:37][C:38]([S:41]([OH:44])(=[O:42])=[O:43])=[CH:39][CH:40]=1.[CH:1]1([C:4]([NH:6][C:7]2[N:8]=[C:9]3[CH:14]=[CH:13][C:12]([O:15][C:16]4[CH:17]=[CH:18][C:19]([CH3:32])=[C:20]([NH:22][C:23]([C:25]5[N:29]([CH3:30])[N:28]=[C:27]([CH3:31])[CH:26]=5)=[O:24])[CH:21]=4)=[N:11][N:10]3[CH:33]=2)=[O:5])[CH2:3][CH2:2]1. The catalyst class is: 8.